This data is from Forward reaction prediction with 1.9M reactions from USPTO patents (1976-2016). The task is: Predict the product of the given reaction. (1) Given the reactants Br[C:2]1[CH:3]=[C:4]([C:8]2[N:9]=[C:10]([C:17]([O:19][CH2:20][CH3:21])=[O:18])[C:11]3[CH2:16][CH2:15][CH2:14][C:12]=3[N:13]=2)[CH:5]=[CH:6][CH:7]=1.[C:22]([C@:24]1([OH:31])[CH2:28][CH2:27][N:26]([CH3:29])[C:25]1=[O:30])#[CH:23], predict the reaction product. The product is: [OH:31][C@@:24]1([C:22]#[C:23][C:2]2[CH:3]=[C:4]([C:8]3[N:9]=[C:10]([C:17]([O:19][CH2:20][CH3:21])=[O:18])[C:11]4[CH2:16][CH2:15][CH2:14][C:12]=4[N:13]=3)[CH:5]=[CH:6][CH:7]=2)[CH2:28][CH2:27][N:26]([CH3:29])[C:25]1=[O:30]. (2) Given the reactants [CH3:1][C:2]([NH:7][C:8]1[CH:13]=[CH:12][CH:11]=[CH:10][CH:9]=1)([CH3:6])[C:3]([NH2:5])=O.[H-].[H-].[H-].[H-].[Li+].[Al+3], predict the reaction product. The product is: [CH3:6][C:2]([NH:7][C:8]1[CH:13]=[CH:12][CH:11]=[CH:10][CH:9]=1)([CH3:1])[CH2:3][NH2:5].